This data is from Reaction yield outcomes from USPTO patents with 853,638 reactions. The task is: Predict the reaction yield, written as a fraction of the theoretical maximum amount of product (1.0 means a 100% yield; for example, 0.34 means a 34% yield). (1) The reactants are [BH4-].[Na+].CO.[Cl:5][C:6]1[CH:29]=[C:28]([F:30])[C:27]([NH:31]C(=O)C(F)(F)F)=[CH:26][C:7]=1[O:8][C:9]1[CH:23]=[CH:22][C:12]2[N:13]=[C:14]([NH:16][C:17]([CH:19]3[CH2:21][CH2:20]3)=[O:18])[S:15][C:11]=2[C:10]=1[C:24]#[N:25]. The catalyst is C(O)C. The product is [NH2:31][C:27]1[C:28]([F:30])=[CH:29][C:6]([Cl:5])=[C:7]([CH:26]=1)[O:8][C:9]1[CH:23]=[CH:22][C:12]2[N:13]=[C:14]([NH:16][C:17]([CH:19]3[CH2:21][CH2:20]3)=[O:18])[S:15][C:11]=2[C:10]=1[C:24]#[N:25]. The yield is 0.640. (2) The reactants are [I-].[K+].CS(O[CH2:8][CH2:9][O:10][C:11]1[C:19]2[C:14](=[N:15][CH:16]=[N:17][C:18]=2[NH:20][C:21]2[CH:26]=[CH:25][C:24]([O:27][C:28]3[CH:29]=[N:30][C:31]([CH3:34])=[CH:32][CH:33]=3)=[C:23]([F:35])[CH:22]=2)[NH:13][N:12]=1)(=O)=O.[NH:36]1[CH2:40][CH2:39][CH2:38][CH2:37]1. No catalyst specified. The product is [F:35][C:23]1[CH:22]=[C:21]([NH:20][C:18]2[N:17]=[CH:16][N:15]=[C:14]3[NH:13][N:12]=[C:11]([O:10][CH2:9][CH2:8][N:36]4[CH2:40][CH2:39][CH2:38][CH2:37]4)[C:19]=23)[CH:26]=[CH:25][C:24]=1[O:27][C:28]1[CH:29]=[N:30][C:31]([CH3:34])=[CH:32][CH:33]=1. The yield is 0.540. (3) The reactants are [Cl:1][C:2]1[N:7]=[C:6]([CH:8]2[O:12][C:11](=[O:13])[NH:10][CH:9]2[CH2:14][C:15]2[CH:20]=[CH:19][C:18]([C:21]([F:24])([F:23])[F:22])=[CH:17][CH:16]=2)[CH:5]=[CH:4][CH:3]=1.[C:25](O[C:25]([O:27][C:28]([CH3:31])([CH3:30])[CH3:29])=[O:26])([O:27][C:28]([CH3:31])([CH3:30])[CH3:29])=[O:26].CN(C1C=CC=CN=1)C. The catalyst is C(#N)C. The product is [Cl:1][C:2]1[N:7]=[C:6]([CH:8]2[O:12][C:11](=[O:13])[N:10]([C:25]([O:27][C:28]([CH3:31])([CH3:30])[CH3:29])=[O:26])[CH:9]2[CH2:14][C:15]2[CH:20]=[CH:19][C:18]([C:21]([F:24])([F:23])[F:22])=[CH:17][CH:16]=2)[CH:5]=[CH:4][CH:3]=1. The yield is 0.220.